Dataset: Reaction yield outcomes from USPTO patents with 853,638 reactions. Task: Predict the reaction yield, written as a fraction of the theoretical maximum amount of product (1.0 means a 100% yield; for example, 0.34 means a 34% yield). The reactants are C(NC(C)C)(C)C.C([Li])CCC.[CH:13]1([C:22]([O:24][CH2:25][CH3:26])=[O:23])[C:21]2[C:16](=[CH:17][CH:18]=[CH:19][CH:20]=2)[CH2:15][CH2:14]1.[CH2:27]=[O:28]. The catalyst is C1COCC1. The product is [OH:28][CH2:27][C:13]1([C:22]([O:24][CH2:25][CH3:26])=[O:23])[C:21]2[C:16](=[CH:17][CH:18]=[CH:19][CH:20]=2)[CH2:15][CH2:14]1. The yield is 0.800.